From a dataset of Reaction yield outcomes from USPTO patents with 853,638 reactions. Predict the reaction yield, written as a fraction of the theoretical maximum amount of product (1.0 means a 100% yield; for example, 0.34 means a 34% yield). (1) The reactants are [O:1]1[CH2:6][CH2:5][N:4]([CH2:7][CH2:8][OH:9])[CH2:3][CH2:2]1.Cl[C:11]1[N:16]=[CH:15][C:14](/[C:17](/[C:27]2[CH:32]=[CH:31][C:30]([OH:33])=[CH:29][CH:28]=2)=[C:18](\[C:21]2[CH:26]=[CH:25][CH:24]=[CH:23][CH:22]=2)/[CH2:19][CH3:20])=[CH:13][CH:12]=1. No catalyst specified. The product is [O:1]1[CH2:6][CH2:5][N:4]([CH2:7][CH2:8][O:9][C:11]2[N:16]=[CH:15][C:14](/[C:17](/[C:27]3[CH:28]=[CH:29][C:30]([OH:33])=[CH:31][CH:32]=3)=[C:18](\[C:21]3[CH:26]=[CH:25][CH:24]=[CH:23][CH:22]=3)/[CH2:19][CH3:20])=[CH:13][CH:12]=2)[CH2:3][CH2:2]1. The yield is 0.860. (2) The reactants are [Cl:1][C:2]1[CH:10]=[CH:9][C:8]([NH:11][C:12]([CH:14]2[CH2:16][CH2:15]2)=[O:13])=[C:7]2[C:3]=1[CH2:4][N:5]([C@@H:18]([C:23]1[CH:28]=[CH:27][C:26]([O:29][CH3:30])=[C:25]([O:31][CH2:32][CH3:33])[CH:24]=1)[CH2:19][C:20]([OH:22])=O)[C:6]2=[O:17].[C:34](N1C=CN=C1)([N:36]1C=CN=[CH:37]1)=O.CNC.O. The catalyst is O1CCCC1. The product is [Cl:1][C:2]1[CH:10]=[CH:9][C:8]([NH:11][C:12]([CH:14]2[CH2:16][CH2:15]2)=[O:13])=[C:7]2[C:3]=1[CH2:4][N:5]([C@@H:18]([C:23]1[CH:28]=[CH:27][C:26]([O:29][CH3:30])=[C:25]([O:31][CH2:32][CH3:33])[CH:24]=1)[CH2:19][C:20](=[O:22])[N:36]([CH3:37])[CH3:34])[C:6]2=[O:17]. The yield is 0.770. (3) The reactants are [CH2:1]([C:5]1([CH2:30][CH2:31][CH2:32][CH3:33])[C:17]2[CH:16]=[C:15]([C:18]3[CH:19]=[N:20][N:21]([C:23]4[CH:24]=[C:25]([OH:29])[CH:26]=[CH:27][CH:28]=4)[CH:22]=3)[CH:14]=[CH:13][C:12]=2[C:11]2[C:6]1=[CH:7][CH:8]=[CH:9][CH:10]=2)[CH2:2][CH2:3][CH3:4].Br[C:35]1[CH:47]=[CH:46][C:45]2[C:44]3[C:39](=[CH:40][CH:41]=[CH:42][CH:43]=3)[N:38]([C:48]3[CH:53]=[CH:52][CH:51]=[CH:50][N:49]=3)[C:37]=2[CH:36]=1.N1C=CC=CC=1C(O)=O.[O-]P([O-])([O-])=O.[K+].[K+].[K+]. The catalyst is [Cu]I. The product is [CH2:1]([C:5]1([CH2:30][CH2:31][CH2:32][CH3:33])[C:17]2[CH:16]=[C:15]([C:18]3[CH:19]=[N:20][N:21]([C:23]4[CH:24]=[C:25]([CH:26]=[CH:27][CH:28]=4)[O:29][C:35]4[CH:47]=[CH:46][C:45]5[C:44]6[C:39](=[CH:40][CH:41]=[CH:42][CH:43]=6)[N:38]([C:48]6[CH:53]=[CH:52][CH:51]=[CH:50][N:49]=6)[C:37]=5[CH:36]=4)[CH:22]=3)[CH:14]=[CH:13][C:12]=2[C:11]2[C:6]1=[CH:7][CH:8]=[CH:9][CH:10]=2)[CH2:2][CH2:3][CH3:4]. The yield is 0.580. (4) The reactants are [F:1][C:2]([F:13])([F:12])[C:3]1[CH:4]=[C:5]([N:9]=[C:10]=[O:11])[CH:6]=[CH:7][CH:8]=1.[C:14]1([CH:20]([C:37]2[CH:42]=[CH:41][CH:40]=[CH:39][CH:38]=2)[CH2:21][CH2:22][NH:23][CH:24]2[CH2:29][CH2:28][N:27]([C:30]([O:32][C:33]([CH3:36])([CH3:35])[CH3:34])=[O:31])[CH2:26][CH2:25]2)[CH:19]=[CH:18][CH:17]=[CH:16][CH:15]=1. The catalyst is ClCCl. The product is [C:33]([O:32][C:30]([N:27]1[CH2:26][CH2:25][CH:24]([N:23]([CH2:22][CH2:21][CH:20]([C:14]2[CH:15]=[CH:16][CH:17]=[CH:18][CH:19]=2)[C:37]2[CH:42]=[CH:41][CH:40]=[CH:39][CH:38]=2)[C:10]([NH:9][C:5]2[CH:6]=[CH:7][CH:8]=[C:3]([C:2]([F:12])([F:13])[F:1])[CH:4]=2)=[O:11])[CH2:29][CH2:28]1)=[O:31])([CH3:36])([CH3:34])[CH3:35]. The yield is 0.870. (5) The reactants are C(O)(=O)C(C(C(O)=O)O)O.[NH:11]1[CH2:16][CH2:15][CH2:14][C@@H:13]([C:17]([O:19][CH2:20][CH3:21])=[O:18])[CH2:12]1.[CH3:22][C:23]([O:26][C:27](O[C:27]([O:26][C:23]([CH3:25])([CH3:24])[CH3:22])=[O:28])=[O:28])([CH3:25])[CH3:24]. The catalyst is C(Cl)Cl. The product is [N:11]1([C:27]([O:26][C:23]([CH3:25])([CH3:24])[CH3:22])=[O:28])[CH2:16][CH2:15][CH2:14][C@@H:13]([C:17]([O:19][CH2:20][CH3:21])=[O:18])[CH2:12]1. The yield is 1.00. (6) The product is [NH2:36][C@H:34]1[CH2:35][O:31][CH2:32][C@H:33]1[NH:37][C:2]1[CH:11]=[C:10]([C:12]#[N:13])[C:5]([C:6]([O:8][CH3:9])=[O:7])=[C:4]([NH:14][C:15]2[CH:16]=[C:17]([CH3:21])[CH:18]=[CH:19][CH:20]=2)[N:3]=1. The catalyst is CN(C=O)C.CO. The yield is 0.730. The reactants are Cl[C:2]1[CH:11]=[C:10]([C:12]#[N:13])[C:5]([C:6]([O:8][CH3:9])=[O:7])=[C:4]([NH:14][C:15]2[CH:16]=[C:17]([CH3:21])[CH:18]=[CH:19][CH:20]=2)[N:3]=1.CCN(C(C)C)C(C)C.[O:31]1[CH2:35][C@@H:34]([NH2:36])[C@@H:33]([NH2:37])[CH2:32]1.